From a dataset of Reaction yield outcomes from USPTO patents with 853,638 reactions. Predict the reaction yield, written as a fraction of the theoretical maximum amount of product (1.0 means a 100% yield; for example, 0.34 means a 34% yield). (1) The reactants are [NH2:1][C:2]1[NH:6][N:5]=[C:4]([NH:7][C:8]2[CH:13]=[CH:12][C:11]([N:14]([CH3:16])[CH3:15])=[CH:10][CH:9]=2)[C:3]=1[C:17]([NH2:19])=[O:18].[OH:20][C:21]1[CH:28]=[CH:27][C:24]([CH:25]=O)=[CH:23][CH:22]=1.N1CCCCC1. The catalyst is C(O)C. The product is [CH3:16][N:14]([CH3:15])[C:11]1[CH:10]=[CH:9][C:8]([NH:7][C:4]2[C:3]([C:17]([NH2:19])=[O:18])=[C:2]([N:1]=[CH:25][C:24]3[CH:27]=[CH:28][C:21]([OH:20])=[CH:22][CH:23]=3)[NH:6][N:5]=2)=[CH:13][CH:12]=1. The yield is 0.900. (2) The reactants are [Cl:1][C:2]1[C:3]([N:8]2[CH2:17][CH2:16][C:15]3[C:14]([NH:18][C:19]4[CH:24]=[CH:23][C:22]([C:25]([F:28])([F:27])[F:26])=[CH:21][CH:20]=4)=[N:13][C:12](S(C)(=O)=O)=[N:11][C:10]=3[CH2:9]2)=[N:4][CH:5]=[CH:6][CH:7]=1.[CH3:33][N:34]([CH2:36][CH2:37][NH2:38])[CH3:35].O. The catalyst is CS(C)=O. The product is [Cl:1][C:2]1[C:3]([N:8]2[CH2:17][CH2:16][C:15]3[C:14]([NH:18][C:19]4[CH:24]=[CH:23][C:22]([C:25]([F:28])([F:27])[F:26])=[CH:21][CH:20]=4)=[N:13][C:12]([NH:38][CH2:37][CH2:36][N:34]([CH3:35])[CH3:33])=[N:11][C:10]=3[CH2:9]2)=[N:4][CH:5]=[CH:6][CH:7]=1. The yield is 0.410. (3) The reactants are [CH2:1]([O:3][C:4]1[CH:12]=[CH:11][C:7]([C:8]([OH:10])=O)=[CH:6][C:5]=1[C:13]#[C:14][C:15]1[CH:20]=[CH:19][CH:18]=[CH:17][N:16]=1)[CH3:2].[N:21]1[CH:26]=[CH:25][CH:24]=[CH:23][C:22]=1[N:27]1[CH2:32][CH2:31][NH:30][CH2:29][CH2:28]1.C(N(CC)CC)C.C1CN([P+](ON2N=NC3C=CC=CC2=3)(N2CCCC2)N2CCCC2)CC1.F[P-](F)(F)(F)(F)F. The catalyst is C(Cl)Cl. The product is [CH2:1]([O:3][C:4]1[CH:12]=[CH:11][C:7]([C:8]([N:30]2[CH2:31][CH2:32][N:27]([C:22]3[CH:23]=[CH:24][CH:25]=[CH:26][N:21]=3)[CH2:28][CH2:29]2)=[O:10])=[CH:6][C:5]=1[C:13]#[C:14][C:15]1[CH:20]=[CH:19][CH:18]=[CH:17][N:16]=1)[CH3:2]. The yield is 0.920. (4) The reactants are [C:1]([C:3]1[CH:8]=[CH:7][C:6]([CH2:9][CH2:10][NH:11]C(=O)OC(C)(C)C)=[CH:5][CH:4]=1)#[N:2].C(O)(C(F)(F)F)=O. The catalyst is C(Cl)Cl. The product is [C:1]([C:3]1[CH:8]=[CH:7][C:6]([CH2:9][CH2:10][NH2:11])=[CH:5][CH:4]=1)#[N:2]. The yield is 0.950. (5) The reactants are [N:1]([CH2:4][CH2:5][CH2:6][C:7]1([C:25]2[CH:30]=[CH:29][CH:28]=[CH:27][CH:26]=2)[N:11]([C:12]2[S:13][CH:14]=[N:15][N:16]=2)[N:10]=[C:9]([C:17]2[CH:22]=[C:21]([F:23])[CH:20]=[CH:19][C:18]=2[F:24])[S:8]1)=[N+:2]=[N-:3].[Br:31]N1C(=O)CCC1=O. The catalyst is C(#N)C. The product is [N:1]([CH2:4][CH2:5][CH2:6][C:7]1([C:25]2[CH:30]=[CH:29][CH:28]=[CH:27][CH:26]=2)[N:11]([C:12]2[S:13][C:14]([Br:31])=[N:15][N:16]=2)[N:10]=[C:9]([C:17]2[CH:22]=[C:21]([F:23])[CH:20]=[CH:19][C:18]=2[F:24])[S:8]1)=[N+:2]=[N-:3]. The yield is 0.930. (6) The reactants are Br[C:2]1[S:6][C:5]([C:7]([O:9][CH3:10])=[O:8])=[C:4]([CH3:11])[C:3]=1[C:12]#[N:13].[NH:14]1[CH2:19][CH2:18][O:17][CH2:16][CH2:15]1.C(=O)([O-])[O-].[Cs+].[Cs+]. The catalyst is O1CCCC1. The product is [C:12]([C:3]1[C:4]([CH3:11])=[C:5]([C:7]([O:9][CH3:10])=[O:8])[S:6][C:2]=1[N:14]1[CH2:19][CH2:18][O:17][CH2:16][CH2:15]1)#[N:13]. The yield is 0.730.